From a dataset of Reaction yield outcomes from USPTO patents with 853,638 reactions. Predict the reaction yield, written as a fraction of the theoretical maximum amount of product (1.0 means a 100% yield; for example, 0.34 means a 34% yield). (1) The reactants are C([N:4]([CH2:11][CH2:12][CH2:13][CH2:14][CH2:15][CH2:16][CH2:17][CH3:18])[C:5]1[CH:10]=[CH:9][CH:8]=[CH:7][CH:6]=1)(=O)C.Cl.[OH-].[K+]. The yield is 0.990. The product is [CH2:11]([NH:4][C:5]1[CH:6]=[CH:7][CH:8]=[CH:9][CH:10]=1)[CH2:12][CH2:13][CH2:14][CH2:15][CH2:16][CH2:17][CH3:18]. The catalyst is O. (2) The reactants are [Cl:1][C:2]1[CH:9]=[CH:8][C:7]([O:10][CH3:11])=[CH:6][C:3]=1[CH:4]=[O:5].[B-](F)(F)(F)F.[B-](F)(F)(F)F.C1[N+]2(CCl)CC[N+](F)(CC2)C1.[I:33]I.C([O-])(O)=O.[Na+]. The catalyst is C(#N)C. The product is [Cl:1][C:2]1[CH:9]=[C:8]([I:33])[C:7]([O:10][CH3:11])=[CH:6][C:3]=1[CH:4]=[O:5]. The yield is 0.446. (3) The reactants are [CH3:1][NH:2][NH2:3].[Cl:4][C:5]1[CH:10]=[CH:9][CH:8]=[C:7]([F:11])[C:6]=1[C:12](SC)=[N:13][C:14]([C:16]1[C:20]([CH3:21])=[CH:19][S:18][CH:17]=1)=O. The catalyst is C1(C)C=CC=CC=1. The product is [Cl:4][C:5]1[CH:10]=[CH:9][CH:8]=[C:7]([F:11])[C:6]=1[C:12]1[N:13]=[C:14]([C:16]2[C:20]([CH3:21])=[CH:19][S:18][CH:17]=2)[N:2]([CH3:1])[N:3]=1. The yield is 0.840. (4) The reactants are [O:1]1[CH2:6][CH2:5][N:4]([CH2:7][CH2:8][O:9][C:10]2[CH:15]=[CH:14][C:13]([C:16]3[S:24][C:23]4[C:18](=[N:19][CH:20]=[CH:21][C:22]=4[O:25][C:26]4[CH:31]=[CH:30][C:29]([NH2:32])=[CH:28][CH:27]=4)[CH:17]=3)=[CH:12][CH:11]=2)[CH2:3][CH2:2]1.FC1C=C(N[C:66]([NH:68][C:69](=[O:77])[CH2:70][C:71]2[CH:76]=[CH:75][CH:74]=[CH:73][CH:72]=2)=[S:67])C=CC=1OC1C=CN=C2C=C(C3C=CC=C(OCCN4CCOCC4)C=3)SC=12. No catalyst specified. The product is [O:1]1[CH2:6][CH2:5][N:4]([CH2:7][CH2:8][O:9][C:10]2[CH:15]=[CH:14][C:13]([C:16]3[S:24][C:23]4[C:18](=[N:19][CH:20]=[CH:21][C:22]=4[O:25][C:26]4[CH:27]=[CH:28][C:29]([NH:32][C:66]([NH:68][C:69](=[O:77])[CH2:70][C:71]5[CH:72]=[CH:73][CH:74]=[CH:75][CH:76]=5)=[S:67])=[CH:30][CH:31]=4)[CH:17]=3)=[CH:12][CH:11]=2)[CH2:3][CH2:2]1. The yield is 0.300. (5) The reactants are [Br:1][C:2]1[CH:3]=[C:4]2[C:9](=[CH:10][CH:11]=1)[CH:8]=[C:7]([OH:12])[CH:6]=[CH:5]2.N1C=CN=C1.[CH3:18][C:19]([Si:22](Cl)([CH3:24])[CH3:23])([CH3:21])[CH3:20]. The catalyst is CN(C=O)C. The product is [Br:1][C:2]1[CH:3]=[C:4]2[C:9](=[CH:10][CH:11]=1)[CH:8]=[C:7]([O:12][Si:22]([C:19]([CH3:21])([CH3:20])[CH3:18])([CH3:24])[CH3:23])[CH:6]=[CH:5]2. The yield is 0.760.